Predict which catalyst facilitates the given reaction. From a dataset of Catalyst prediction with 721,799 reactions and 888 catalyst types from USPTO. (1) Reactant: [CH3:1][C:2]1[C:3]([N+:12]([O-])=O)=[C:4]([CH:9]=[CH:10][CH:11]=1)[C:5]([O:7][CH3:8])=[O:6].C1C(=O)[N:19](Br)C(=O)C1.CC(N=NC(C#N)(C)C)(C#N)C. Product: [NH2:12][C:3]1[C:2]([CH2:1][NH2:19])=[CH:11][CH:10]=[CH:9][C:4]=1[C:5]([O:7][CH3:8])=[O:6]. The catalyst class is: 53. (2) Reactant: CO.[O:3]1CCCC1.[CH3:8][C:9]1[C:21]2[C:20](=[O:22])[C:19]3[C:14](=[CH:15][CH:16]=[C:17]([S:23][CH3:24])[CH:18]=3)[NH:13][C:12]=2[N:11]([C:25]2[CH:30]=[CH:29][CH:28]=[CH:27][N:26]=2)[N:10]=1.I([O-])(=O)(=O)=O.[Na+]. Product: [CH3:8][C:9]1[C:21]2[C:20](=[O:22])[C:19]3[C:14](=[CH:15][CH:16]=[C:17]([S:23]([CH3:24])=[O:3])[CH:18]=3)[NH:13][C:12]=2[N:11]([C:25]2[CH:30]=[CH:29][CH:28]=[CH:27][N:26]=2)[N:10]=1. The catalyst class is: 6.